This data is from Forward reaction prediction with 1.9M reactions from USPTO patents (1976-2016). The task is: Predict the product of the given reaction. (1) Given the reactants [C:1]([O:5][C:6](=[O:22])[NH:7][C@H:8]1[CH2:13][C@@H:12]([C:14]2[CH:19]=[CH:18][CH:17]=[CH:16][CH:15]=2)[C@@H:11]([CH3:20])[NH:10][C:9]1=S)([CH3:4])([CH3:3])[CH3:2].O.[NH2:24][NH2:25], predict the reaction product. The product is: [C:1]([O:5][C:6](=[O:22])[NH:7][C@H:8]1[CH2:13][C@@H:12]([C:14]2[CH:19]=[CH:18][CH:17]=[CH:16][CH:15]=2)[C@@H:11]([CH3:20])[NH:10][C:9]1=[N:24][NH2:25])([CH3:4])([CH3:3])[CH3:2]. (2) Given the reactants [F:1][C:2]([F:19])([F:18])[C:3]1[N:8]=[C:7]([N:9]2[CH2:13][C@@H:12]3[C@@H:14]([NH2:17])[CH2:15][CH2:16][C@@H:11]3[CH2:10]2)[CH:6]=[CH:5][CH:4]=1.C(N(CC)CC)C.[Cl:27][C:28]1[CH:33]=[CH:32][C:31]([S:34](Cl)(=[O:36])=[O:35])=[CH:30][CH:29]=1, predict the reaction product. The product is: [Cl:27][C:28]1[CH:33]=[CH:32][C:31]([S:34]([NH:17][C@@H:14]2[C@@H:12]3[C@@H:11]([CH2:10][N:9]([C:7]4[CH:6]=[CH:5][CH:4]=[C:3]([C:2]([F:1])([F:18])[F:19])[N:8]=4)[CH2:13]3)[CH2:16][CH2:15]2)(=[O:36])=[O:35])=[CH:30][CH:29]=1. (3) Given the reactants [CH2:1]([O:3][C:4](=[O:20])[CH:5]([O:16][CH:17]([CH3:19])[CH3:18])[CH2:6][C:7]1[CH:12]=[CH:11][C:10]([OH:13])=[C:9]([O:14][CH3:15])[CH:8]=1)[CH3:2].C(OC(=O)COC(C)C)C.C(OC1C=CC(C=O)=CC=1OC)C1C=CC=CC=1.[CH3:49][C:50]1[CH:51]=[C:52]([C:57]2[S:58][C:59]([CH3:65])=[C:60]([CH2:62][CH2:63]O)[N:61]=2)[CH:53]=[C:54]([CH3:56])[CH:55]=1.COC(=O)CC(=O)C(Br)C.CC1C=C(C=C(C)C=1)C(N)=S.C1(P(C2C=CC=CC=2)C2C=CC=CC=2)C=CC=CC=1.N(C(OCC)=O)=NC(OCC)=O, predict the reaction product. The product is: [CH2:1]([O:3][C:4](=[O:20])[CH:5]([O:16][CH:17]([CH3:19])[CH3:18])[CH2:6][C:7]1[CH:12]=[CH:11][C:10]([O:13][CH2:63][CH2:62][C:60]2[N:61]=[C:57]([C:52]3[CH:51]=[C:50]([CH3:49])[CH:55]=[C:54]([CH3:56])[CH:53]=3)[S:58][C:59]=2[CH3:65])=[C:9]([O:14][CH3:15])[CH:8]=1)[CH3:2]. (4) Given the reactants [CH3:1][C:2]1[CH:7]=[CH:6][CH:5]=[C:4]([CH3:8])[N+:3]=1[O-:9].[N+:10]([O-])([OH:12])=[O:11], predict the reaction product. The product is: [CH3:1][C:2]1[CH:7]=[C:6]([N+:10]([O-:12])=[O:11])[CH:5]=[C:4]([CH3:8])[N+:3]=1[O-:9]. (5) Given the reactants [Cl:1][C:2]1[C:18]([Cl:19])=[CH:17][C:5]2[N:6]=[C:7]([C:9]3[CH:14]=[CH:13][C:12]([CH:15]=[O:16])=[CH:11][CH:10]=3)[NH:8][C:4]=2[CH:3]=1.[CH2:20](Br)[CH:21]=[CH2:22], predict the reaction product. The product is: [CH2:22]([N:8]1[C:4]2[CH:3]=[C:2]([Cl:1])[C:18]([Cl:19])=[CH:17][C:5]=2[N:6]=[C:7]1[C:9]1[CH:10]=[CH:11][C:12]([CH:15]=[O:16])=[CH:13][CH:14]=1)[CH:21]=[CH2:20]. (6) Given the reactants [CH2:1]([C@@H:3]([C:9]1[CH:14]=[CH:13][CH:12]=[C:11]([O:15][CH3:16])[CH:10]=1)[C@@H:4]([CH3:8])[C:5](O)=[O:6])[CH3:2].C(Cl)(=O)C(Cl)=O.Cl.[CH3:24][NH:25][CH3:26].C(N(CC)CC)C.Cl, predict the reaction product. The product is: [CH2:1]([C@@H:3]([C:9]1[CH:14]=[CH:13][CH:12]=[C:11]([O:15][CH3:16])[CH:10]=1)[C@@H:4]([CH3:8])[C:5]([N:25]([CH3:26])[CH3:24])=[O:6])[CH3:2]. (7) The product is: [CH3:26][N:27]1[CH2:32][CH2:31][CH:30]([CH:33]2[CH2:37][CH2:36][CH2:35][N:34]2[C:2]2[CH:15]=[CH:14][C:13]3[C:12]4[N:8]([CH:9]=[C:10]([C:16]5[N:20]([CH:21]6[CH2:25][CH2:24][O:23][CH2:22]6)[N:19]=[CH:18][N:17]=5)[N:11]=4)[CH2:7][CH2:6][O:5][C:4]=3[CH:3]=2)[CH2:29][CH2:28]1. Given the reactants Br[C:2]1[CH:3]=[C:4]2[C:13](=[CH:14][CH:15]=1)[C:12]1[N:8]([CH:9]=[C:10]([C:16]3[N:20]([CH:21]4[CH2:25][CH2:24][O:23][CH2:22]4)[N:19]=[CH:18][N:17]=3)[N:11]=1)[CH2:7][CH2:6][O:5]2.[CH3:26][N:27]1[CH2:32][CH2:31][CH:30]([CH:33]2[CH2:37][CH2:36][CH2:35][NH:34]2)[CH2:29][CH2:28]1.CC([O-])(C)C.[Na+], predict the reaction product.